Dataset: Forward reaction prediction with 1.9M reactions from USPTO patents (1976-2016). Task: Predict the product of the given reaction. (1) Given the reactants [O:1]1[CH2:3][CH:2]1[CH:4]([N:12]=[CH:13][B:14]=[O:15])[CH2:5][C:6]1[CH:11]=[CH:10][CH:9]=[CH:8][CH:7]=1.[NH2:16][CH2:17][CH:18]1[CH2:23][CH2:22][N:21]([C:24]([O:26][CH2:27][C:28]2[CH:33]=[CH:32][CH:31]=[CH:30][CH:29]=2)=[O:25])[CH2:20][CH2:19]1, predict the reaction product. The product is: [OH:1][CH:2]([CH:4]([N:12]=[CH:13][B:14]=[O:15])[CH2:5][C:6]1[CH:11]=[CH:10][CH:9]=[CH:8][CH:7]=1)[CH2:3][NH:16][CH2:17][CH:18]1[CH2:23][CH2:22][N:21]([C:24]([O:26][CH2:27][C:28]2[CH:29]=[CH:30][CH:31]=[CH:32][CH:33]=2)=[O:25])[CH2:20][CH2:19]1. (2) Given the reactants [Cl:1][C:2]1[C:3]([N:8]2[C:12]([C:13]([O:15]CC)=[O:14])=[CH:11][C:10](=[O:18])[NH:9]2)=[N:4][CH:5]=[CH:6][CH:7]=1.O.[OH-].[Na+], predict the reaction product. The product is: [Cl:1][C:2]1[C:3]([N:8]2[C:12]([C:13]([OH:15])=[O:14])=[CH:11][C:10](=[O:18])[NH:9]2)=[N:4][CH:5]=[CH:6][CH:7]=1. (3) Given the reactants [CH3:1][O:2][C:3]1[C:8]([CH3:9])=[CH:7][N:6]=[C:5]([CH:10]=O)[C:4]=1[CH3:12].C(OP([CH2:21][C:22]([O:24][CH2:25][CH3:26])=[O:23])(OCC)=O)C.C([O-])([O-])=O.[K+].[K+], predict the reaction product. The product is: [CH3:1][O:2][C:3]1[C:8]([CH3:9])=[CH:7][N:6]=[C:5](/[CH:10]=[CH:21]/[C:22]([O:24][CH2:25][CH3:26])=[O:23])[C:4]=1[CH3:12]. (4) Given the reactants Br[C:2]1[C:3](=[O:9])[CH2:4][CH2:5][C:6]=1[O:7][CH3:8].[CH:10]1([B-](F)(F)F)[CH2:12][CH2:11]1.[K+].C([O-])([O-])=O.[Cs+].[Cs+].O, predict the reaction product. The product is: [CH:10]1([C:2]2[C:3](=[O:9])[CH2:4][CH2:5][C:6]=2[O:7][CH3:8])[CH2:12][CH2:11]1. (5) Given the reactants C(N(CC)CC)C.[CH3:8][N:9]1[CH:13]=[C:12]([C:14]2[CH:15]=[C:16]3[C:22]([C:23](=O)[C:24]#[C:25][CH2:26][CH2:27][CH2:28][N:29]4[C:37](=[O:38])[C:36]5[C:31](=[CH:32][CH:33]=[CH:34][CH:35]=5)[C:30]4=[O:39])=[CH:21][NH:20][C:17]3=[N:18][CH:19]=2)[CH:11]=[N:10]1.C(=O)(O)O.[NH2:45][C:46]([NH2:48])=[NH:47], predict the reaction product. The product is: [NH2:48][C:46]1[N:47]=[C:25]([CH2:26][CH2:27][CH2:28][N:29]2[C:37](=[O:38])[C:36]3[C:31](=[CH:32][CH:33]=[CH:34][CH:35]=3)[C:30]2=[O:39])[CH:24]=[C:23]([C:22]2[C:16]3[C:17](=[N:18][CH:19]=[C:14]([C:12]4[CH:11]=[N:10][N:9]([CH3:8])[CH:13]=4)[CH:15]=3)[NH:20][CH:21]=2)[N:45]=1.